Dataset: Retrosynthesis with 50K atom-mapped reactions and 10 reaction types from USPTO. Task: Predict the reactants needed to synthesize the given product. (1) Given the product COc1cccc(/C=C/c2ccc(C(=O)OC(C)(C)C)c(Nc3ccc(F)cc3)c2)c1, predict the reactants needed to synthesize it. The reactants are: C=Cc1ccc(C(=O)OC(C)(C)C)c(Nc2ccc(F)cc2)c1.COc1cccc(I)c1. (2) The reactants are: COc1cccc(CCBr)c1.O=Cc1ccccc1. Given the product COc1cccc(CCC(O)c2ccccc2)c1, predict the reactants needed to synthesize it. (3) Given the product CCCCCC(=O)Nc1ccc(O)c(C(=O)O)c1, predict the reactants needed to synthesize it. The reactants are: CCCCCC(=O)O.Nc1ccc(O)c(C(=O)O)c1. (4) Given the product NS(=O)(=O)c1ccc(OCCCCl)cc1, predict the reactants needed to synthesize it. The reactants are: ClCCCBr.NS(=O)(=O)c1ccc(O)cc1. (5) Given the product Cc1ccc(C(=O)N(CCCN)[C@@H](c2nc3cc(Br)ccc3n2Cc2ccccc2)C(C)C)cc1, predict the reactants needed to synthesize it. The reactants are: Cc1ccc(C(=O)N(CCCN2C(=O)c3ccccc3C2=O)C(c2nc3cc(Br)ccc3n2Cc2ccccc2)C(C)C)cc1. (6) Given the product [N-]=[N+]=Nc1ccsc1C=O, predict the reactants needed to synthesize it. The reactants are: O=Cc1sccc1Br.[N-]=[N+]=[N-]. (7) Given the product C=CCOC(=O)N(Cc1cccc(-c2ccnc(NCCc3ccc(O)cc3)n2)c1)C(C)(C)C, predict the reactants needed to synthesize it. The reactants are: C=CCOC(=O)N(Cc1cccc(-c2ccnc(Cl)n2)c1)C(C)(C)C.NCCc1ccc(O)cc1.